Dataset: Reaction yield outcomes from USPTO patents with 853,638 reactions. Task: Predict the reaction yield, written as a fraction of the theoretical maximum amount of product (1.0 means a 100% yield; for example, 0.34 means a 34% yield). (1) The reactants are [Cl-].O[NH3+:3].[C:4](=[O:7])([O-])[OH:5].[Na+].CS(C)=O.[CH3:13][C:14]1[N:15]([C:39]2[CH:44]=[CH:43][C:42]([O:45][CH2:46][CH2:47][CH3:48])=[CH:41][CH:40]=2)[C:16](=[O:38])[C:17]([CH2:23][C:24]2[CH:29]=[CH:28][C:27]([C:30]3[C:31]([C:36]#[N:37])=[CH:32][CH:33]=[CH:34][CH:35]=3)=[CH:26][CH:25]=2)=[C:18]([CH2:20][CH2:21][CH3:22])[N:19]=1. The catalyst is O.C(OCC)(=O)C. The product is [CH3:13][C:14]1[N:15]([C:39]2[CH:44]=[CH:43][C:42]([O:45][CH2:46][CH2:47][CH3:48])=[CH:41][CH:40]=2)[C:16](=[O:38])[C:17]([CH2:23][C:24]2[CH:25]=[CH:26][C:27]([C:30]3[CH:35]=[CH:34][CH:33]=[CH:32][C:31]=3[C:36]3[NH:3][C:4](=[O:7])[O:5][N:37]=3)=[CH:28][CH:29]=2)=[C:18]([CH2:20][CH2:21][CH3:22])[N:19]=1. The yield is 0.710. (2) The reactants are CC1(C)[O:6][C@@H:5]([C@@H:7]2[CH2:11][N:10]([C:12]([O:14][C:15]([CH3:18])([CH3:17])[CH3:16])=[O:13])[C:9](=[O:19])[CH2:8]2)[CH2:4][O:3]1.C(O)C. The catalyst is C(O)(=O)C. The product is [OH:6][C@@H:5]([C@@H:7]1[CH2:11][N:10]([C:12]([O:14][C:15]([CH3:17])([CH3:16])[CH3:18])=[O:13])[C:9](=[O:19])[CH2:8]1)[CH2:4][OH:3]. The yield is 0.750. (3) The reactants are [O:1]=[C:2]1[NH:7][C:6]2[CH:8]=[C:9]([CH2:12][N:13]3[CH2:18][CH2:17][N:16]([C:19]4[CH:29]=[CH:28][C:22]([C:23]([O:25]CC)=[O:24])=[CH:21][N:20]=4)[CH2:15][CH2:14]3)[CH:10]=[N:11][C:5]=2[N:4]2[CH2:30][CH2:31][CH2:32][C@@H:3]12.[Li+].[OH-]. The catalyst is O1CCOCC1. The product is [O:1]=[C:2]1[NH:7][C:6]2[CH:8]=[C:9]([CH2:12][N:13]3[CH2:14][CH2:15][N:16]([C:19]4[CH:29]=[CH:28][C:22]([C:23]([OH:25])=[O:24])=[CH:21][N:20]=4)[CH2:17][CH2:18]3)[CH:10]=[N:11][C:5]=2[N:4]2[CH2:30][CH2:31][CH2:32][C@@H:3]12. The yield is 0.780.